This data is from Peptide-MHC class II binding affinity with 134,281 pairs from IEDB. The task is: Regression. Given a peptide amino acid sequence and an MHC pseudo amino acid sequence, predict their binding affinity value. This is MHC class II binding data. (1) The binding affinity (normalized) is 0.238. The peptide sequence is APQLPDDLMIRVIAQ. The MHC is DRB1_1101 with pseudo-sequence DRB1_1101. (2) The peptide sequence is TSAVGAPTGATTAAA. The MHC is DRB1_0101 with pseudo-sequence DRB1_0101. The binding affinity (normalized) is 0.343. (3) The peptide sequence is AAATAGSTVYGAFAA. The MHC is HLA-DPA10103-DPB10401 with pseudo-sequence HLA-DPA10103-DPB10401. The binding affinity (normalized) is 0.141. (4) The peptide sequence is NIVVNVFNQLDQPLL. The MHC is DRB1_0701 with pseudo-sequence DRB1_0701. The binding affinity (normalized) is 0.352. (5) The peptide sequence is SNDLELSWNLNGLQAY. The MHC is DRB1_0802 with pseudo-sequence DRB1_0802. The binding affinity (normalized) is 0.317. (6) The peptide sequence is NLEIDMIVDTISDFR. The MHC is DRB1_0401 with pseudo-sequence DRB1_0401. The binding affinity (normalized) is 0.408.